From a dataset of Reaction yield outcomes from USPTO patents with 853,638 reactions. Predict the reaction yield, written as a fraction of the theoretical maximum amount of product (1.0 means a 100% yield; for example, 0.34 means a 34% yield). The reactants are Cl.[Cl:2][C:3]1[CH:15]=[CH:14][CH:13]=[CH:12][C:4]=1[O:5][CH:6]1[CH2:11][CH2:10][NH:9][CH2:8][CH2:7]1.Br[CH2:17][CH2:18][CH:19]=[C:20]1[C:26]2[CH:27]=[CH:28][CH:29]=[N:30][C:25]=2[CH2:24][O:23][C:22]2[CH:31]=[CH:32][C:33]([C:35]([OH:38])([CH3:37])[CH3:36])=[CH:34][C:21]1=2.C(=O)([O-])[O-].[K+].[K+]. The catalyst is C(#N)C.O. The product is [Cl:2][C:3]1[CH:15]=[CH:14][CH:13]=[CH:12][C:4]=1[O:5][CH:6]1[CH2:11][CH2:10][N:9]([CH2:17][CH2:18][CH:19]=[C:20]2[C:26]3[CH:27]=[CH:28][CH:29]=[N:30][C:25]=3[CH2:24][O:23][C:22]3[CH:31]=[CH:32][C:33]([C:35]([OH:38])([CH3:37])[CH3:36])=[CH:34][C:21]2=3)[CH2:8][CH2:7]1. The yield is 0.680.